Dataset: Peptide-MHC class II binding affinity with 134,281 pairs from IEDB. Task: Regression. Given a peptide amino acid sequence and an MHC pseudo amino acid sequence, predict their binding affinity value. This is MHC class II binding data. (1) The peptide sequence is NLALSIKYNKEGDSM. The MHC is HLA-DQA10501-DQB10201 with pseudo-sequence HLA-DQA10501-DQB10201. The binding affinity (normalized) is 0.343. (2) The peptide sequence is ITQKGIIFILLMLVT. The MHC is DRB1_1501 with pseudo-sequence DRB1_1501. The binding affinity (normalized) is 0.212. (3) The peptide sequence is YQSRNKRLISHRNSK. The MHC is H-2-IAb with pseudo-sequence H-2-IAb. The binding affinity (normalized) is 0.0510. (4) The peptide sequence is RSIQDNQVAYLIIGIK. The MHC is HLA-DQA10501-DQB10402 with pseudo-sequence HLA-DQA10501-DQB10402. The binding affinity (normalized) is 0.452. (5) The peptide sequence is SVKEDLVAYGGSWKL. The MHC is HLA-DQA10201-DQB10303 with pseudo-sequence HLA-DQA10201-DQB10303. The binding affinity (normalized) is 0.319. (6) The peptide sequence is HGGTWVSATLEQDKC. The MHC is HLA-DQA10201-DQB10303 with pseudo-sequence HLA-DQA10201-DQB10303. The binding affinity (normalized) is 0.445.